Dataset: Full USPTO retrosynthesis dataset with 1.9M reactions from patents (1976-2016). Task: Predict the reactants needed to synthesize the given product. (1) The reactants are: [C:1]([C:3]1[CH:4]=[CH:5][C:6]([O:12][CH:13]([CH3:15])[CH3:14])=[C:7]([CH:11]=1)[C:8]([OH:10])=O)#[N:2].Cl.[Cl:17][C:18]1[CH:23]=[CH:22][C:21]([C:24]2[CH2:25][CH2:26][NH:27][CH2:28][CH:29]=2)=[CH:20][CH:19]=1. Given the product [Cl:17][C:18]1[CH:23]=[CH:22][C:21]([C:24]2[CH2:29][CH2:28][N:27]([C:8]([C:7]3[CH:11]=[C:3]([CH:4]=[CH:5][C:6]=3[O:12][CH:13]([CH3:15])[CH3:14])[C:1]#[N:2])=[O:10])[CH2:26][CH:25]=2)=[CH:20][CH:19]=1, predict the reactants needed to synthesize it. (2) Given the product [CH3:1][O:2][CH2:3][C:4]1[O:5][C:6]2[CH:12]=[C:11]([C:13]([NH:60][C:61]3[CH:66]=[CH:65][C:64]([CH3:67])=[CH:63][N:62]=3)=[O:14])[CH:10]=[C:9]([O:16][C:17]3[CH:22]=[CH:21][C:20]([S:23]([CH3:26])(=[O:24])=[O:25])=[CH:19][CH:18]=3)[C:7]=2[CH:8]=1, predict the reactants needed to synthesize it. The reactants are: [CH3:1][O:2][CH2:3][C:4]1[O:5][C:6]2[CH:12]=[C:11]([C:13](O)=[O:14])[CH:10]=[C:9]([O:16][C:17]3[CH:22]=[CH:21][C:20]([S:23]([CH3:26])(=[O:25])=[O:24])=[CH:19][CH:18]=3)[C:7]=2[CH:8]=1.CN(C(ON1N=NC2C=CC=NC1=2)=[N+](C)C)C.F[P-](F)(F)(F)(F)F.CCN(C(C)C)C(C)C.[NH2:60][C:61]1[CH:66]=[CH:65][C:64]([CH3:67])=[CH:63][N:62]=1. (3) Given the product [Na+:2].[CH3:33][C:7]([CH3:34])([C:8]1[CH:13]=[CH:12][CH:11]=[C:10]([C:14]2[C:23]3[C:18](=[CH:19][C:20]([O:29][CH3:30])=[C:21]4[O:26][C:25]([CH3:27])([CH3:28])[CH2:24][C:22]4=3)[CH2:17][C:16]([CH3:32])([CH3:31])[N:15]=2)[CH:9]=1)[C:6]([O-:35])=[O:5], predict the reactants needed to synthesize it. The reactants are: [OH-].[Na+:2].C([O:5][C:6](=[O:35])[C:7]([CH3:34])([CH3:33])[C:8]1[CH:13]=[CH:12][CH:11]=[C:10]([C:14]2[C:23]3[C:18](=[CH:19][C:20]([O:29][CH3:30])=[C:21]4[O:26][C:25]([CH3:28])([CH3:27])[CH2:24][C:22]4=3)[CH2:17][C:16]([CH3:32])([CH3:31])[N:15]=2)[CH:9]=1)C.Cl.C(OC(=O)C(C)(C)C1C=CC=C(C2C3C(=CC(OC)=C4OC(C)(C)CC4=3)CC(C)(C)N=2)C=1)C. (4) Given the product [CH3:1][S:2]([O:6][CH2:7][CH2:8][O:9][C:10]1[CH:17]=[CH:16][C:13]([CH:14]=[O:15])=[CH:12][CH:11]=1)(=[O:4])=[O:3], predict the reactants needed to synthesize it. The reactants are: [CH3:1][S:2](Cl)(=[O:4])=[O:3].[OH:6][CH2:7][CH2:8][O:9][C:10]1[CH:17]=[CH:16][C:13]([CH:14]=[O:15])=[CH:12][CH:11]=1.C(N(CC)CC)C.